From a dataset of Full USPTO retrosynthesis dataset with 1.9M reactions from patents (1976-2016). Predict the reactants needed to synthesize the given product. Given the product [Cl:5][C:6]1[C:11]([N:12]=[C:1]=[S:2])=[CH:10][CH:9]=[C:8]([CH3:13])[N:7]=1, predict the reactants needed to synthesize it. The reactants are: [C:1](Cl)(Cl)=[S:2].[Cl:5][C:6]1[C:11]([NH2:12])=[CH:10][CH:9]=[C:8]([CH3:13])[N:7]=1.C(=O)([O-])[O-].[Na+].[Na+].